This data is from Full USPTO retrosynthesis dataset with 1.9M reactions from patents (1976-2016). The task is: Predict the reactants needed to synthesize the given product. (1) The reactants are: OCC1C=NC2N3C=CN=C3C(=O)NC=2C=1.OCC1C=NC2N3C=NC=C3C(=O)NC=2C=1.O=C1[NH:39][C:38]2[CH:40]=[C:41]([C:44]([O:46][CH3:47])=[O:45])[CH:42]=[N:43][C:37]=2[N:36]2[CH:48]=[CH:49][N:50]=[C:35]12.[H-].[Na+].[H-].[H-].[H-].[H-].[Li+].[Al+3].C(O)(C(F)(F)F)=O. Given the product [NH2:39][C:38]1[C:37]([N:36]2[CH:48]=[CH:49][N:50]=[CH:35]2)=[N:43][CH:42]=[C:41]([CH:40]=1)[C:44]([O:46][CH3:47])=[O:45], predict the reactants needed to synthesize it. (2) Given the product [F:1][C:2]1[CH:24]=[CH:23][CH:22]=[CH:21][C:3]=1[CH2:4][O:5][C:6]1[CH:7]=[CH:8][C:9]([C@@H:12]2[NH:16][C@H:15]([C:17]([O:19][CH3:20])=[O:18])[CH2:14][CH2:13]2)=[CH:10][CH:11]=1, predict the reactants needed to synthesize it. The reactants are: [F:1][C:2]1[CH:24]=[CH:23][CH:22]=[CH:21][C:3]=1[CH2:4][O:5][C:6]1[CH:11]=[CH:10][C:9]([C:12]2[CH2:13][CH2:14][C@@H:15]([C:17]([O:19][CH3:20])=[O:18])[N:16]=2)=[CH:8][CH:7]=1.[H][H]. (3) Given the product [F:1][C:2]([F:30])([F:29])[C:3]1[CH:4]=[C:5]([C@H:13]2[O:17][C:16](=[O:18])[N:15]([CH2:19][C:20]3[C:25]([Br:26])=[CH:24][CH:23]=[C:22]([N:35]4[CH2:36][C:33]([F:37])([F:32])[CH2:34]4)[N:21]=3)[C@H:14]2[CH3:28])[CH:6]=[C:7]([C:9]([F:12])([F:11])[F:10])[CH:8]=1, predict the reactants needed to synthesize it. The reactants are: [F:1][C:2]([F:30])([F:29])[C:3]1[CH:4]=[C:5]([C@H:13]2[O:17][C:16](=[O:18])[N:15]([CH2:19][C:20]3[C:25]([Br:26])=[CH:24][CH:23]=[C:22](Cl)[N:21]=3)[C@H:14]2[CH3:28])[CH:6]=[C:7]([C:9]([F:12])([F:11])[F:10])[CH:8]=1.Cl.[F:32][C:33]1([F:37])[CH2:36][NH:35][CH2:34]1.C(=O)(O)[O-].[Na+].CS(C)=O. (4) The reactants are: [Si]([O:8][C@H:9]1[CH2:18][C:17]([CH3:20])([CH3:19])[CH2:16][C:15]2[N:14]=[C:13]([CH:21]([CH3:23])[CH3:22])[C:12]3[C@@H:24]([C:32]4[CH:37]=[CH:36][C:35]([C:38]([F:41])([F:40])[F:39])=[CH:34][CH:33]=4)[O:25][C:26]4([CH2:31][CH2:30][O:29][CH2:28][CH2:27]4)[C:11]=3[C:10]1=2)(C(C)(C)C)(C)C.[F-].C([N+](CCCC)(CCCC)CCCC)CCC. Given the product [CH:21]([C:13]1[C:12]2[C@@H:24]([C:32]3[CH:33]=[CH:34][C:35]([C:38]([F:40])([F:39])[F:41])=[CH:36][CH:37]=3)[O:25][C:26]3([CH2:31][CH2:30][O:29][CH2:28][CH2:27]3)[C:11]=2[C:10]2[C@@H:9]([OH:8])[CH2:18][C:17]([CH3:20])([CH3:19])[CH2:16][C:15]=2[N:14]=1)([CH3:23])[CH3:22], predict the reactants needed to synthesize it. (5) Given the product [CH2:1]([O:3][C:4]1[CH:5]=[C:6]([C:14]2[CH:22]=[CH:21][C:17]([C:18]([OH:20])=[O:19])=[CH:16][CH:15]=2)[CH:7]=[CH:8][CH:9]=1)[CH3:2], predict the reactants needed to synthesize it. The reactants are: [CH2:1]([O:3][C:4]1[CH:5]=[C:6](B(O)O)[CH:7]=[CH:8][CH:9]=1)[CH3:2].Br[C:14]1[CH:22]=[CH:21][C:17]([C:18]([OH:20])=[O:19])=[CH:16][CH:15]=1.FC(F)(F)C1C=CC(C2C=C(C=CC=2)CCl)=CC=1.C([O-])([O-])=O.[Na+].[Na+]. (6) The reactants are: [N:1]([C:4]1[CH:5]=[C:6]([C:12]([F:15])([F:14])[F:13])[C:7]([C:10]#[N:11])=[N:8][CH:9]=1)=[C:2]=[S:3].[C:16]([C:18]1([NH:22][C:23]2[CH:32]=[CH:31][C:26]([C:27]([NH:29][CH3:30])=[O:28])=[C:25]([F:33])[CH:24]=2)[CH2:21][CH2:20][CH2:19]1)#N.CN(C)C=[O:37].Cl. Given the product [C:10]([C:7]1[N:8]=[CH:9][C:4]([N:1]2[C:16](=[O:37])[C:18]3([CH2:21][CH2:20][CH2:19]3)[N:22]([C:23]3[CH:32]=[CH:31][C:26]([C:27]([NH:29][CH3:30])=[O:28])=[C:25]([F:33])[CH:24]=3)[C:2]2=[S:3])=[CH:5][C:6]=1[C:12]([F:15])([F:13])[F:14])#[N:11], predict the reactants needed to synthesize it. (7) Given the product [Br:3][C:4]1[CH:12]=[CH:11][C:7]([C:8]([OH:10])=[O:9])=[C:6]([O:13][CH3:14])[CH:5]=1, predict the reactants needed to synthesize it. The reactants are: CI.[Br:3][C:4]1[CH:12]=[CH:11][C:7]([C:8]([OH:10])=[O:9])=[C:6]([OH:13])[CH:5]=1.[C:14](=O)([O-])[O-].[K+].[K+]. (8) Given the product [F:11][C:12]([F:22])([F:23])[C:13]1[CH:14]=[C:15]([CH:19]=[CH:20][CH:21]=1)[CH:16]=[N:17][NH:18][C:4]([C:3]1[C:2]([Cl:1])=[N:10][CH:9]=[CH:8][CH:7]=1)=[O:5], predict the reactants needed to synthesize it. The reactants are: [Cl:1][C:2]1[N:10]=[CH:9][CH:8]=[CH:7][C:3]=1[C:4](Cl)=[O:5].[F:11][C:12]([F:23])([F:22])[C:13]1[CH:14]=[C:15]([CH:19]=[CH:20][CH:21]=1)[CH:16]=[N:17][NH2:18].CCN(CC)CC. (9) Given the product [N:2]1[N:3]=[CH:4][N:5]2[CH:10]=[CH:9][N:8]=[C:7]([N:11]3[CH2:15][CH2:14][C@H:13]([NH:16][C:26]([C:23]4[N:22]=[CH:21][C:20]([CH:17]([CH3:19])[CH3:18])=[CH:25][N:24]=4)=[O:27])[CH2:12]3)[C:6]=12, predict the reactants needed to synthesize it. The reactants are: Cl.[N:2]1[N:3]=[CH:4][N:5]2[CH:10]=[CH:9][N:8]=[C:7]([N:11]3[CH2:15][CH2:14][C@H:13]([NH2:16])[CH2:12]3)[C:6]=12.[CH:17]([C:20]1[CH:21]=[N:22][C:23]([C:26](O)=[O:27])=[N:24][CH:25]=1)([CH3:19])[CH3:18].C(N(CC)C(C)C)C.CN(C(ON1N=NC2C=CC=NC1=2)=[N+](C)C)C.F[P-](F)(F)(F)(F)F.